From a dataset of Forward reaction prediction with 1.9M reactions from USPTO patents (1976-2016). Predict the product of the given reaction. (1) Given the reactants [C:1]12([C:11]3[CH:12]=[C:13]([C:18]4[CH:23]=[CH:22][CH:21]=[C:20]([CH2:24][CH:25]5[S:29][C:28](=S)[NH:27][C:26]5=[O:31])[CH:19]=4)[CH:14]=[CH:15][C:16]=3[OH:17])[CH2:10][CH:5]3[CH2:6][CH:7]([CH2:9][CH:3]([CH2:4]3)[CH2:2]1)[CH2:8]2.[NH:32]1[CH2:36][CH2:35][CH2:34][CH2:33]1, predict the reaction product. The product is: [C:1]12([C:11]3[CH:12]=[C:13]([C:18]4[CH:23]=[CH:22][CH:21]=[C:20]([CH2:24][CH:25]5[S:29][C:28]([N:32]6[CH2:36][CH2:35][CH2:34][CH2:33]6)=[N:27][C:26]5=[O:31])[CH:19]=4)[CH:14]=[CH:15][C:16]=3[OH:17])[CH2:8][CH:7]3[CH2:9][CH:3]([CH2:4][CH:5]([CH2:6]3)[CH2:10]1)[CH2:2]2. (2) Given the reactants [CH2:1]([C:3]1[N:4]=[C:5]([C:8]2[CH:13]=[CH:12][C:11]([OH:14])=[C:10]([CH2:15][CH2:16][CH3:17])[CH:9]=2)[S:6][CH:7]=1)[CH3:2].O.[Br:19][CH2:20][CH2:21]Br, predict the reaction product. The product is: [Br:19][CH2:20][CH2:21][O:14][C:11]1[CH:12]=[CH:13][C:8]([C:5]2[S:6][CH:7]=[C:3]([CH2:1][CH3:2])[N:4]=2)=[CH:9][C:10]=1[CH2:15][CH2:16][CH3:17].